From a dataset of Peptide-MHC class II binding affinity with 134,281 pairs from IEDB. Regression. Given a peptide amino acid sequence and an MHC pseudo amino acid sequence, predict their binding affinity value. This is MHC class II binding data. (1) The peptide sequence is KMIGGIGGFIKVRQYDQILI. The MHC is DRB1_0701 with pseudo-sequence DRB1_0701. The binding affinity (normalized) is 0.305. (2) The peptide sequence is AIESLRKSGLIVGQM. The MHC is DRB1_0101 with pseudo-sequence DRB1_0101. The binding affinity (normalized) is 0.555. (3) The peptide sequence is ELRKTYNLLDAVSRH. The MHC is DRB1_0405 with pseudo-sequence DRB1_0405. The binding affinity (normalized) is 0.809.